This data is from Full USPTO retrosynthesis dataset with 1.9M reactions from patents (1976-2016). The task is: Predict the reactants needed to synthesize the given product. (1) The reactants are: [Br:1][C:2]1[CH:11]=[C:10]2[C:5]([CH:6]=[CH:7][N:8]=[C:9]2[O:12][C@H:13]2[CH2:17][N:16]([C:18](=[O:35])[C@@H:19]([NH:27][C:28]([O:30][C:31]([CH3:34])([CH3:33])[CH3:32])=[O:29])[CH2:20][CH2:21][CH2:22][CH2:23][CH2:24][CH:25]=[CH2:26])[C@H:15]([C:36](O)=[O:37])[CH2:14]2)=[CH:4][C:3]=1[O:39][CH3:40].CC[N:43](C(C)C)C(C)C.CN(C(ON1N=N[C:60]2[CH:61]=[CH:62]C=N[C:59]1=2)=[N+](C)C)C.F[P-](F)(F)(F)(F)F.[CH3:74][CH2:75][O:76][C:77]([CH3:79])=[O:78]. Given the product [Br:1][C:2]1[CH:11]=[C:10]2[C:5]([CH:6]=[CH:7][N:8]=[C:9]2[O:12][C@H:13]2[CH2:17][N:16]([C:18](=[O:35])[C@@H:19]([NH:27][C:28]([O:30][C:31]([CH3:32])([CH3:34])[CH3:33])=[O:29])[CH2:20][CH2:21][CH2:22][CH2:23][CH2:24][CH:25]=[CH2:26])[C@H:15]([C:36]([NH:43][C@:79]3([C:77]([O:76][CH2:75][CH3:74])=[O:78])[CH2:62][C@H:61]3[CH:60]=[CH2:59])=[O:37])[CH2:14]2)=[CH:4][C:3]=1[O:39][CH3:40], predict the reactants needed to synthesize it. (2) Given the product [Cl:1][C:2]1[CH:7]=[C:6]2[N:8]([C:46]([O:47][CH3:48])=[O:49])[C:9](=[O:45])[C:10]3([CH:15]([C:16]4[CH:21]=[C:20]([Cl:22])[CH:19]=[CH:18][C:17]=4[O:23][C:24]([CH2:34][CH3:35])([C:27]([NH:29][S:30]([CH3:33])(=[O:32])=[O:31])=[O:28])[CH2:25][CH3:26])[CH2:14][C:13](=[O:36])[NH:12][CH:11]3[C:37]3[CH:42]=[C:41]([F:43])[CH:40]=[CH:39][C:38]=3[CH3:44])[C:5]2=[CH:4][CH:3]=1, predict the reactants needed to synthesize it. The reactants are: [Cl:1][C:2]1[CH:7]=[C:6]2[NH:8][C:9](=[O:45])[C:10]3([CH:15]([C:16]4[CH:21]=[C:20]([Cl:22])[CH:19]=[CH:18][C:17]=4[O:23][C:24]([CH2:34][CH3:35])([C:27]([NH:29][S:30]([CH3:33])(=[O:32])=[O:31])=[O:28])[CH2:25][CH3:26])[CH2:14][C:13](=[O:36])[NH:12][CH:11]3[C:37]3[CH:42]=[C:41]([F:43])[CH:40]=[CH:39][C:38]=3[CH3:44])[C:5]2=[CH:4][CH:3]=1.[C:46](Cl)(=[O:49])[O:47][CH3:48]. (3) Given the product [CH3:12][O:11][C:8]1[CH:7]=[C:3]2[C:2](=[CH:10][CH:9]=1)[NH:1][C:18](=[O:17])[NH:19][C:4]2=[O:6], predict the reactants needed to synthesize it. The reactants are: [NH2:1][C:2]1[CH:10]=[CH:9][C:8]([O:11][CH3:12])=[CH:7][C:3]=1[C:4]([OH:6])=O.C(O)(=O)C.[O-:17][C:18]#[N:19].[K+].[OH-].[Na+]. (4) The reactants are: [CH3:1][O:2][C:3](=[O:12])[CH2:4][C:5]1[CH:10]=[CH:9][C:8]([Cl:11])=[CH:7][CH:6]=1.C1C(=O)N([Br:20])C(=O)C1. Given the product [CH3:1][O:2][C:3](=[O:12])[CH:4]([C:5]1[CH:10]=[CH:9][C:8]([Cl:11])=[CH:7][CH:6]=1)[Br:20], predict the reactants needed to synthesize it. (5) Given the product [CH3:2][CH:1]([N:4]1[CH:8]=[C:7]([O:9][C:11]2[N:12]=[C:13]([OH:21])[C:14]3[CH:20]=[CH:19][N:18]=[CH:17][C:15]=3[N:16]=2)[CH:6]=[N:5]1)[CH3:3], predict the reactants needed to synthesize it. The reactants are: [CH:1]([N:4]1[CH:8]=[C:7]([OH:9])[CH:6]=[N:5]1)([CH3:3])[CH3:2].Cl[C:11]1[N:12]=[C:13]([OH:21])[C:14]2[CH:20]=[CH:19][N:18]=[CH:17][C:15]=2[N:16]=1. (6) The reactants are: [CH3:1][N:2]([CH3:14])[CH2:3][CH2:4][O:5][C:6]1[CH:13]=[CH:12][C:9]([CH:10]=O)=[CH:8][CH:7]=1.[CH3:15][C:16]1[CH:21]=[CH:20][C:19]([CH3:22])=[CH:18][C:17]=1[OH:23].Cl. Given the product [CH3:22][C:19]1[CH:18]=[C:17]([OH:23])[C:16]([CH3:15])=[CH:21][C:20]=1[CH:10]([C:20]1[CH:21]=[C:16]([CH3:15])[C:17]([OH:23])=[CH:18][C:19]=1[CH3:22])[C:9]1[CH:12]=[CH:13][C:6]([O:5][CH2:4][CH2:3][N:2]([CH3:14])[CH3:1])=[CH:7][CH:8]=1, predict the reactants needed to synthesize it. (7) Given the product [Br:1][C:2]1[CH:3]=[CH:4][C:5]([CH2:8][CH2:9][C:10]([NH:12][CH2:13][C:14](=[O:21])[CH2:15][C:16]([CH3:20])([CH3:19])[CH2:17][CH3:18])=[O:11])=[CH:6][CH:7]=1, predict the reactants needed to synthesize it. The reactants are: [Br:1][C:2]1[CH:7]=[CH:6][C:5]([CH2:8][CH2:9][C:10]([NH:12][CH2:13][CH:14]([OH:21])[CH2:15][C:16]([CH3:20])([CH3:19])[CH2:17][CH3:18])=[O:11])=[CH:4][CH:3]=1.CC(OI1(OC(C)=O)(OC(C)=O)OC(=O)C2C=CC=CC1=2)=O.C(=O)(O)[O-].[Na+].S([O-])([O-])(=O)=S.[Na+].[Na+].